This data is from NCI-60 drug combinations with 297,098 pairs across 59 cell lines. The task is: Regression. Given two drug SMILES strings and cell line genomic features, predict the synergy score measuring deviation from expected non-interaction effect. Drug 1: C1=C(C(=O)NC(=O)N1)F. Drug 2: C1=NC2=C(N=C(N=C2N1C3C(C(C(O3)CO)O)O)F)N. Cell line: SK-MEL-28. Synergy scores: CSS=28.2, Synergy_ZIP=0.223, Synergy_Bliss=0.0676, Synergy_Loewe=2.37, Synergy_HSA=3.72.